From a dataset of NCI-60 drug combinations with 297,098 pairs across 59 cell lines. Regression. Given two drug SMILES strings and cell line genomic features, predict the synergy score measuring deviation from expected non-interaction effect. Drug 1: CCC1(CC2CC(C3=C(CCN(C2)C1)C4=CC=CC=C4N3)(C5=C(C=C6C(=C5)C78CCN9C7C(C=CC9)(C(C(C8N6C=O)(C(=O)OC)O)OC(=O)C)CC)OC)C(=O)OC)O.OS(=O)(=O)O. Drug 2: CC1CCC2CC(C(=CC=CC=CC(CC(C(=O)C(C(C(=CC(C(=O)CC(OC(=O)C3CCCCN3C(=O)C(=O)C1(O2)O)C(C)CC4CCC(C(C4)OC)OCCO)C)C)O)OC)C)C)C)OC. Cell line: SW-620. Synergy scores: CSS=24.1, Synergy_ZIP=0.653, Synergy_Bliss=4.28, Synergy_Loewe=5.01, Synergy_HSA=4.72.